From a dataset of Full USPTO retrosynthesis dataset with 1.9M reactions from patents (1976-2016). Predict the reactants needed to synthesize the given product. Given the product [C:26]([C:30]1[CH:31]=[C:32]2[C:37](=[CH:38][CH:39]=1)[C:36](=[O:40])[N:35]([C:41]1[CH:51]=[CH:50][CH:49]=[C:48]([C:19]3[CH:20]=[C:15]([NH:14][C:11]4[CH:10]=[CH:9][C:8]([O:7][C:6]([CH3:25])([CH3:24])[CH2:5][NH:1][CH2:4][CH2:3][CH2:2][OH:95])=[CH:13][N:12]=4)[C:16](=[O:23])[N:17]([CH3:22])[N:18]=3)[C:42]=1[CH2:43][O:44][C:45](=[O:47])[CH3:46])[N:34]=[CH:33]2)([CH3:27])([CH3:28])[CH3:29], predict the reactants needed to synthesize it. The reactants are: [N:1]1([CH2:5][C:6]([CH3:25])([CH3:24])[O:7][C:8]2[CH:9]=[CH:10][C:11]([NH:14][C:15]3[C:16](=[O:23])[N:17]([CH3:22])[N:18]=[C:19](Cl)[CH:20]=3)=[N:12][CH:13]=2)[CH2:4][CH2:3][CH2:2]1.[C:26]([C:30]1[CH:31]=[C:32]2[C:37](=[CH:38][CH:39]=1)[C:36](=[O:40])[N:35]([C:41]1[CH:51]=[CH:50][CH:49]=[C:48](B3OC(C)(C)C(C)(C)O3)[C:42]=1[CH2:43][O:44][C:45](=[O:47])[CH3:46])[N:34]=[CH:33]2)([CH3:29])([CH3:28])[CH3:27].CC(C1C=C(C(C)C)C(C2C=CC=CC=2P(C2CCCCC2)C2CCCCC2)=C(C(C)C)C=1)C.[O-:95]P([O-])([O-])=O.[K+].[K+].[K+].